Predict the reaction yield, written as a fraction of the theoretical maximum amount of product (1.0 means a 100% yield; for example, 0.34 means a 34% yield). From a dataset of Reaction yield outcomes from USPTO patents with 853,638 reactions. (1) The reactants are [CH3:1][O:2][C:3]([C:5]1[S:6][C:7]([C:14]2[CH:19]=[CH:18][CH:17]=[CH:16][CH:15]=2)=[CH:8][C:9]=1[NH:10][CH:11]([CH3:13])[CH3:12])=[O:4].[C:20]([O:23][C@H:24]1[CH2:29][C@H:28]([CH3:30])[CH2:27][CH2:26][C@H:25]1[C:31](Cl)=[O:32])(=[O:22])[CH3:21].C1C=CC(P(C2C=CC=CC=2)C2C=CC=CC=2)=CC=1.C([O-])(O)=O.[Na+]. The catalyst is ClCCCl.C(OCC)(=O)C. The product is [CH3:1][O:2][C:3]([C:5]1[S:6][C:7]([C:14]2[CH:15]=[CH:16][CH:17]=[CH:18][CH:19]=2)=[CH:8][C:9]=1[N:10]([CH:11]([CH3:13])[CH3:12])[C:31]([C@@H:25]1[CH2:26][CH2:27][C@@H:28]([CH3:30])[CH2:29][C@@H:24]1[O:23][C:20](=[O:22])[CH3:21])=[O:32])=[O:4]. The yield is 0.450. (2) The reactants are Br[C:2]1[CH:3]=[C:4]([NH:11][C:12]2[N:17]=[C:16]([C:18]([F:21])([F:20])[F:19])[CH:15]=[CH:14][N:13]=2)[CH:5]=[C:6]([CH2:8][O:9][CH3:10])[CH:7]=1.[B:22]1([B:22]2[O:26][C:25]([CH3:28])([CH3:27])[C:24]([CH3:30])([CH3:29])[O:23]2)[O:26][C:25]([CH3:28])([CH3:27])[C:24]([CH3:30])([CH3:29])[O:23]1.C([O-])(=O)C.[K+].CC(C1C=C(C(C)C)C(C2C=CC=CC=2P(C2CCCCC2)C2CCCCC2)=C(C(C)C)C=1)C. The catalyst is O1CCOCC1.C(OCC)(=O)C.C([O-])(=O)C.[Pd+2].C([O-])(=O)C. The product is [CH3:10][O:9][CH2:8][C:6]1[CH:5]=[C:4]([NH:11][C:12]2[N:17]=[C:16]([C:18]([F:21])([F:20])[F:19])[CH:15]=[CH:14][N:13]=2)[CH:3]=[C:2]([B:22]2[O:26][C:25]([CH3:28])([CH3:27])[C:24]([CH3:30])([CH3:29])[O:23]2)[CH:7]=1. The yield is 1.00. (3) The reactants are [N+:1]([C:4]1[N:8]=[CH:7][N:6]([C:9]2[CH:16]=[CH:15][C:14](/[CH:17]=[CH:18]/[CH:19]([C:24]3[CH:29]=[C:28]([Cl:30])[C:27]([Cl:31])=[C:26]([Cl:32])[CH:25]=3)[C:20]([F:23])([F:22])[F:21])=[CH:13][C:10]=2[C:11]#[N:12])[N:5]=1)([O-])=O.[NH4+].[Cl-]. The catalyst is CO.[Zn]. The product is [NH2:1][C:4]1[N:8]=[CH:7][N:6]([C:9]2[CH:16]=[CH:15][C:14](/[CH:17]=[CH:18]/[CH:19]([C:24]3[CH:25]=[C:26]([Cl:32])[C:27]([Cl:31])=[C:28]([Cl:30])[CH:29]=3)[C:20]([F:21])([F:22])[F:23])=[CH:13][C:10]=2[C:11]#[N:12])[N:5]=1. The yield is 0.890. (4) The catalyst is O1CCCC1.O. The product is [F:30][C:10]1[CH:11]=[C:12]2[C:7](=[CH:8][CH:9]=1)[CH:6]=[C:5]([CH2:4][C:3]([OH:31])=[O:2])[C:14]([CH3:15])=[C:13]2[CH2:16][C:17]1[CH:22]=[CH:21][C:20]([S:23]([C:26]([F:28])([F:27])[F:29])(=[O:24])=[O:25])=[CH:19][CH:18]=1. The yield is 0.900. The reactants are C[O:2][C:3](=[O:31])[CH2:4][C:5]1[C:14]([CH3:15])=[C:13]([CH2:16][C:17]2[CH:22]=[CH:21][C:20]([S:23]([C:26]([F:29])([F:28])[F:27])(=[O:25])=[O:24])=[CH:19][CH:18]=2)[C:12]2[C:7](=[CH:8][CH:9]=[C:10]([F:30])[CH:11]=2)[CH:6]=1.O.[OH-].[Li+]. (5) The reactants are [CH2:1]([O:3][C:4](=[O:41])[CH2:5][CH2:6][CH2:7][O:8][C:9]1[CH:14]=[CH:13][CH:12]=[C:11]([CH2:15][CH2:16][CH2:17][CH2:18][CH2:19][CH2:20][O:21][C:22]2[CH:27]=[C:26]([C:28]3[CH:32]=[CH:31][S:30][CH:29]=3)[CH:25]=[C:24](I)[CH:23]=2)[C:10]=1[CH2:34][CH2:35][C:36]([O:38][CH2:39][CH3:40])=[O:37])[CH3:2].[C:42]1(B(O)O)[CH:47]=[CH:46][CH:45]=[CH:44][CH:43]=1. No catalyst specified. The product is [CH2:1]([O:3][C:4](=[O:41])[CH2:5][CH2:6][CH2:7][O:8][C:9]1[CH:14]=[CH:13][CH:12]=[C:11]([CH2:15][CH2:16][CH2:17][CH2:18][CH2:19][CH2:20][O:21][C:22]2[CH:23]=[C:24]([C:42]3[CH:47]=[CH:46][CH:45]=[CH:44][CH:43]=3)[CH:25]=[C:26]([C:28]3[CH:32]=[CH:31][S:30][CH:29]=3)[CH:27]=2)[C:10]=1[CH2:34][CH2:35][C:36]([O:38][CH2:39][CH3:40])=[O:37])[CH3:2]. The yield is 0.550. (6) No catalyst specified. The yield is 1.00. The reactants are [Cl:1][C:2]1[CH:3]=[C:4]([C:8]2[C:17]3[C:12](=[CH:13][CH:14]=[C:15]([C:18]([C:26]4[CH:27]=[N:28][CH:29]=[CH:30][CH:31]=4)([C:20]4[CH:21]=[N:22][CH:23]=[CH:24][CH:25]=4)[OH:19])[CH:16]=3)[N:11]=[C:10]([O:32]C)[CH:9]=2)[CH:5]=[CH:6][CH:7]=1.Cl.[CH2:35]1COCC1. The product is [Cl:1][C:2]1[CH:3]=[C:4]([C:8]2[C:17]3[C:12](=[CH:13][CH:14]=[C:15]([C:18]([OH:19])([C:26]4[CH:27]=[N:28][CH:29]=[CH:30][CH:31]=4)[C:20]4[CH:21]=[N:22][CH:23]=[CH:24][CH:25]=4)[CH:16]=3)[N:11]([CH3:35])[C:10](=[O:32])[CH:9]=2)[CH:5]=[CH:6][CH:7]=1. (7) The reactants are CC(C)([O-])C.[Na+].C1C=CC(P(C2C(C3C(P(C4C=CC=CC=4)C4C=CC=CC=4)=CC=C4C=3C=CC=C4)=C3C(C=CC=C3)=CC=2)C2C=CC=CC=2)=CC=1.Br[C:54]1[CH:63]=[C:62]2[C:57]([C:58](=[O:85])[N:59]([C:64]3[CH:65]=[C:66]([NH:71][C:72](=[O:84])[C:73]4[CH:78]=[CH:77][CH:76]=[C:75]([C:79]([C:82]#[N:83])([CH3:81])[CH3:80])[CH:74]=4)[CH:67]=[CH:68][C:69]=3[CH3:70])[CH:60]=[N:61]2)=[CH:56][CH:55]=1.[C:86]([O:90][C:91]([N:93]1[CH2:96][CH:95]([NH2:97])[CH2:94]1)=[O:92])([CH3:89])([CH3:88])[CH3:87]. The catalyst is O1CCOCC1.C1C=CC(/C=C/C(/C=C/C2C=CC=CC=2)=O)=CC=1.C1C=CC(/C=C/C(/C=C/C2C=CC=CC=2)=O)=CC=1.C1C=CC(/C=C/C(/C=C/C2C=CC=CC=2)=O)=CC=1.[Pd].[Pd]. The product is [C:86]([O:90][C:91]([N:93]1[CH2:96][CH:95]([NH:97][C:54]2[CH:63]=[C:62]3[C:57]([C:58](=[O:85])[N:59]([C:64]4[CH:65]=[C:66]([NH:71][C:72](=[O:84])[C:73]5[CH:78]=[CH:77][CH:76]=[C:75]([C:79]([C:82]#[N:83])([CH3:81])[CH3:80])[CH:74]=5)[CH:67]=[CH:68][C:69]=4[CH3:70])[CH:60]=[N:61]3)=[CH:56][CH:55]=2)[CH2:94]1)=[O:92])([CH3:89])([CH3:87])[CH3:88]. The yield is 0.679. (8) The reactants are Br[C:2]1[CH:7]=[CH:6][CH:5]=[C:4]([F:8])[N:3]=1.[CH2:9]([C:13]1[S:14][C:15]2[CH:21]=[CH:20][CH:19]=[CH:18][C:16]=2[N:17]=1)[CH2:10][C:11]#[CH:12]. No catalyst specified. The product is [F:8][C:4]1[N:3]=[C:2]([C:12]#[C:11][CH2:10][CH2:9][C:13]2[S:14][C:15]3[CH:21]=[CH:20][CH:19]=[CH:18][C:16]=3[N:17]=2)[CH:7]=[CH:6][CH:5]=1. The yield is 0.290. (9) The product is [C:1]([O:5][C:6](=[O:25])[NH:7][CH:8]1[CH2:9][N:10]([C:12]2[C:19]3[C:24](=[CH:23][CH:22]=[CH:21][CH:20]=3)[N:34]=[CH:33][N:32]=2)[CH2:11]1)([CH3:3])([CH3:2])[CH3:4]. The catalyst is CN1C(=O)CCC1.C(OCC)(=O)C.[Pd]. The yield is 0.880. The reactants are [C:1]([O:5][C:6](=[O:25])[NH:7][CH:8]1[CH2:11][N:10]([CH:12]([C:19]2[CH:24]=[CH:23][CH:22]=[CH:21][CH:20]=2)C2C=CC=CC=2)[CH2:9]1)([CH3:4])([CH3:3])[CH3:2].C([O-])=O.[NH4+].ClC1C2C(=CC=CC=2)[N:34]=[CH:33][N:32]=1.C(N(C(C)C)CC)(C)C.C([O-])(O)=O.[Na+].